Binary Classification. Given two protein amino acid sequences, predict whether they physically interact or not. From a dataset of Human Reference Interactome with 51,813 positive PPI pairs across 8,248 proteins, plus equal number of experimentally-validated negative pairs. (1) Protein 1 (ENSG00000118564) has sequence MAPFPEEVDVFTAPHWRMKQLVGLYCDKLSKTNFSNNNDFRALLQSLYATFKEFKMHEQIENEYIIGLLQQRSQTIYNVHSDNKLSEMLSLFEKGLKNVKNEYEQLNYAKQLKERLEAFTRDFLPHMKEEEEVFQPMLMEYFTYEELKDIKKKVIAQHCSQKDTAELLRGLSLWNHAEERQKFFKYSVDEKSDKEAEVSEHSTGITHLPPEVMLSIFSYLNPQELCRCSQVSMKWSQLTKTGSLWKHLYPVHWARGDWYSGPATELDTEPDDEWVKNRKDESRAFHEWDEDADIDESEES.... Protein 2 (ENSG00000175329) has sequence MCAEVGPALCRGMERNSLGCCEAPKKLSLSFSIEAILKRPARRSDMDRPEGPGEEGPGEAAASGSGLEKPPKDQPQEGRKSKRRVRTTFTTEQLHELEKIFHFTHYPDVHIRSQLAARINLPEARVQIWFQNQRAKWRKQEKIGNLGAPQQLSEASVALPTNLDVAGPTWTSTALRRLAPPTSCCPSAQDQLASAWFPAWITLLPAHPWETQPVPGLPIHQTCIPVLCILPPPHPKWGSICATST*. Result: 0 (the proteins do not interact). (2) Protein 1 (ENSG00000161813) has sequence MLLFVEQVASKGTGLNPNAKVWQEIAPGNTDATPVTHGTESSWHEIAATSGAHPEGNAELSEDICKEYEVMYSSSCETTRNTTGIEESTDGMILGPEDLSYQIYDVSGESNSAVSTEDLKECLKKQLEFCFSRENLSKDLYLISQMDSDQFIPIWTVANMEEIKKLTTDPDLILEVLRSSPMVQVDEKGEKVRPSHKRCIVILREIPETTPIEEVKGLFKSENCPKVISCEFAHNSNWYITFQSDTDAQQAFKYLREEVKTFQGKPIMARIKAINTFFAKNGYRLMDSSIYSHPIQTQAQ.... Protein 2 (ENSG00000103035) has sequence MPELAVQKVVVHPLVLLSVVDHFNRIGKVGNQKRVVGVLLGSWQKKVLDVSNSFAVPFDEDDKDDSVWFLDHDYLENMYGMFKKVNARERIVGWYHTGPKLHKNDIAINELMKRYCPNSVLVIIDVKPKDLGLPTEAYISVEEVHDDGTPTSKTFEHVTSEIGAEEAEEVGVEHLLRDIKDTTVGTLSQRITNQVHGLKGLNSKLLDIRSYLEKVATGKLPINHQIIYQLQDVFNLLPDVSLQEFVKAFYLKTNDQMVVVYLASLIRSVVALHNLINNKIANRDAEKKEGQEKEESKKDR.... Result: 0 (the proteins do not interact). (3) Protein 1 (ENSG00000176714) has sequence MTDLNKHIKQAQTQRKQLLEESRELHREKLLVQAENRFFLEYLTNKTEEYTEQPEKVWNSYLQKSGEIERRRQESASRYAEQISVLKTALLQKENIQSSLKRKLQAMRDIAILKEKQEKEIQTLQEETKKVQAETASKTREVQAQLLQEKRLLEKQLSEPDRRLLGKRKRRELNMKAQALKLAAKRFIFEYSCGINRENQQFKKELLQLIEQAQKLTATQSHLENRKQQLQQEQWYLESLIQARQRLQGSHNQCLNRQDVPKTTPSLPQGTKSRINPK*MGSRGQGSHSKKTRSMPVILS.... Protein 2 (ENSG00000227234) has sequence MGQQSSVRRLKRSVPCESNEANEANEANKTMPETPTGDSDPQPAPKKMKTSESSTILVVRYRRNVKRTSPEELLNDHARENRINPDQMEEEEFIEITTERPKK*. Result: 0 (the proteins do not interact). (4) Protein 1 (ENSG00000140443) has sequence XTQYAVYVKAVTLTMVENDHIRGAKSEILYIRTNASVNREVEPSLSAQRQPELLHCALAAAASGRLPLPAQLLLQRQNPHQEVCRRHHRH*MQECPSGFIRNGSQSMYCIPCEGPCPKVCEEEKKTKTIDSVTSAQMLQGCTIFKGNLLINIRRGNNIASELENFMGLIEVVTGYVKIRHSHALVSLSFLKNLRLILGEEQLEGNYSFYVLDNQNLQQLWDWDHRNLTIKAGKMYFAFNPKLCVSEIYRMEEVTGTKGRQSKGDINTRNNGERASCESDVLHFTSTTTSKNRIIITWHRY.... Protein 2 (ENSG00000090674) has sequence MTAPAGPRGSETERLLTPNPGYGTQAGPSPAPPTPPEEEDLRRRLKYFFMSPCDKFRAKGRKPCKLMLQVVKILVVTVQLILFGLSNQLAVTFREENTIAFRHLFLLGYSDGADDTFAAYTREQLYQAIFHAVDQYLALPDVSLGRYAYVRGGGDPWTNGSGLALCQRYYHRGHVDPANDTFDIDPMVVTDCIQVDPPERPPPPPSDDLTLLESSSSYKNLTLKFHKLVNVTIHFRLKTINLQSLINNEIPDCYTFSVLITFDNKAHSGRIPISLETQAHIQECKHPSVFQHGDNSFRLL.... Result: 0 (the proteins do not interact). (5) Protein 1 (ENSG00000079974) has sequence MAEDKTKPSELDQGKYDADDNVKIICLGDSAVGKSKLMERFLMDGFQPQQLSTYALTLYKHTATVDGRTILVDFWDTAGQERFQSMHASYYHKAHACIMVFDVQRKVTYRNLSTWYTELREFRPEIPCIVVANKIDADINVTQKSFNFAKKFSLPLYFVSAADGTNVVKLFNDAIRLAVSYKQNSQDFMDEIFQELENFSLEQEEEDVPDQEQSSSIETPSEEAASPHS*MAEDKTKPSELDQGKYDADDNVKIICLGDSAVGKSKLMERFLMDGFQPQQLSTYALTLYKHTATVDGRTI.... Protein 2 (ENSG00000009844) has sequence MAALAPLPPLPAQFKSIQHHLRTAQEHDKRDPVVAYYCRLYAMQTGMKIDSKTPECRKFLSKLMDQLEALKKQLGDNEAITQEIVGCAHLENYALKMFLYADNEDRAGRFHKNMIKSFYTASLLIDVITVFGELTDENVKHRKYARWKATYIHNCLKNGETPQAGPVGIEEDNDIEENEDAGAASLPTQPTQPSSSSTYDPSNMPSGNYTGIQIPPGAHAPANTPAEVPHSTGVASNTIQPTPQTIPAIDPALFNTISQGDVRLTPEDFARAQKYCKYAGSALQYEDVSTAVQNLQKALK.... Result: 0 (the proteins do not interact). (6) Protein 1 (ENSG00000168028) has sequence MSGALDVLQMKEEDVLKFLAAGTHLGGTNLDFQMEQYIYKRKSDGIYIINLKRTWEKLLLAARAIVAIENPADVSVISSRNTGQRAVLKFAAATGATPIAGRFTPGTFTNQIQAAFREPRLLVVTDPRADHQPLTEASYVNLPTIALCNTDSPLRYVDIAIPCNNKGAHSVGLMWWMLAREVLRMRGTISREHPWEVMPDLYFYRDPEEIEKEEQAAAEKAVTKEEFQGEWTAPAPEFTATQPEVADWSEGVQVPSVPIQQFPTEDWSAQPATEDWSAAPTAQATEWVGATTDWS*MSGA.... Protein 2 (ENSG00000070190) has sequence MGRAELLEGKMSTQDPSDLWSRSDGEAELLQDLGWYHGNLTRHAAEALLLSNGCDGSYLLRDSNETTGLYSLSVRAKDSVKHFHVEYTGYSFKFGFNEFSSLKDFVKHFANQPLIGSETGTLMVLKHPYPRKVEEPSIYESVRVHTAMQTGRTEDDLVPTAPSLGTKEGYLTKQGGLVKTWKTRWFTLHRNELKYFKDQMSPEPIRILDLTECSAVQFDYSQERVNCFCLVFPFRTFYLCAKTGVEADEWIKILRWKLVKDKS*MGRAELLEGKMSTQDPSDLWSRSDGEAELLQDLGWY.... Result: 0 (the proteins do not interact). (7) Protein 1 (ENSG00000125503) has sequence MSGEDGPAAGPGAAAAAARERRREQLRQWGARAGAEPGPGERRARTVRFERAAEFLAACAGGDLDEARLMLRAADPGPGAELDPAAPPPARAVLDSTNADGISALHQACIDENLEVVRFLVEQGATVNQADNEGWTPLHVAASCGYLDIARYLLSHGANIAAVNSDGDLPLDLAESDAMEGLLKAEIARRGVDVEAAKRAEEELLLHDTRCWLNGGAMPEARHPRTGASALHVAAAKGYIEVMRLLLQAGYDPELRDGDGWTPLHAAAHWGVEDACRLLAEHGGGMDSLTHAGQRPCDLA.... Protein 2 (ENSG00000154734) has sequence MQRAVPEGFGRRKLGSDMGNAERAPGSRSFGPVPTLLLLAAALLAVSDALGRPSEEDEELVVPELERAPGHGTTRLRLHAFDQQLDLELRPDSSFLAPGFTLQNVGRKSGSETPLPETDLAHCFYSGTVNGDPSSAAALSLCEGVRGAFYLLGEAYFIQPLPAASERLATAAPGEKPPAPLQFHLLRRNRQGDVGGTCGVVDDEPRPTGKAETEDEDEGTEGEDEGAQWSPQDPALQGVGQPTGTGSIRKKRFVSSHRYVETMLVADQSMAEFHGSGLKHYLLTLFSVAARLYKHPSIRN.... Result: 0 (the proteins do not interact).